Dataset: NCI-60 drug combinations with 297,098 pairs across 59 cell lines. Task: Regression. Given two drug SMILES strings and cell line genomic features, predict the synergy score measuring deviation from expected non-interaction effect. (1) Drug 1: C1=CC(=CC=C1CCCC(=O)O)N(CCCl)CCCl. Drug 2: N.N.Cl[Pt+2]Cl. Cell line: NCI-H322M. Synergy scores: CSS=-3.70, Synergy_ZIP=2.93, Synergy_Bliss=-0.242, Synergy_Loewe=-4.14, Synergy_HSA=-3.10. (2) Drug 1: CC1=C2C(C(=O)C3(C(CC4C(C3C(C(C2(C)C)(CC1OC(=O)C(C(C5=CC=CC=C5)NC(=O)OC(C)(C)C)O)O)OC(=O)C6=CC=CC=C6)(CO4)OC(=O)C)O)C)O. Drug 2: C1CN1C2=NC(=NC(=N2)N3CC3)N4CC4. Cell line: PC-3. Synergy scores: CSS=11.1, Synergy_ZIP=0.283, Synergy_Bliss=-2.61, Synergy_Loewe=-9.23, Synergy_HSA=-8.97. (3) Drug 1: CC1OCC2C(O1)C(C(C(O2)OC3C4COC(=O)C4C(C5=CC6=C(C=C35)OCO6)C7=CC(=C(C(=C7)OC)O)OC)O)O. Drug 2: CC(C)CN1C=NC2=C1C3=CC=CC=C3N=C2N. Cell line: HOP-62. Synergy scores: CSS=24.1, Synergy_ZIP=1.63, Synergy_Bliss=1.18, Synergy_Loewe=-7.47, Synergy_HSA=-1.33. (4) Drug 1: CN1CCC(CC1)COC2=C(C=C3C(=C2)N=CN=C3NC4=C(C=C(C=C4)Br)F)OC. Drug 2: CCC1=C2CN3C(=CC4=C(C3=O)COC(=O)C4(CC)O)C2=NC5=C1C=C(C=C5)O. Cell line: T-47D. Synergy scores: CSS=35.3, Synergy_ZIP=0.709, Synergy_Bliss=2.03, Synergy_Loewe=-15.4, Synergy_HSA=2.92. (5) Drug 1: CC1=C(C(CCC1)(C)C)C=CC(=CC=CC(=CC(=O)O)C)C. Drug 2: C1CCC(C(C1)N)N.C(=O)(C(=O)[O-])[O-].[Pt+4]. Cell line: HT29. Synergy scores: CSS=28.7, Synergy_ZIP=0.916, Synergy_Bliss=0.982, Synergy_Loewe=-11.9, Synergy_HSA=4.15. (6) Drug 1: C1CN1P(=S)(N2CC2)N3CC3. Drug 2: CC1=C2C(C(=O)C3(C(CC4C(C3C(C(C2(C)C)(CC1OC(=O)C(C(C5=CC=CC=C5)NC(=O)C6=CC=CC=C6)O)O)OC(=O)C7=CC=CC=C7)(CO4)OC(=O)C)O)C)OC(=O)C. Cell line: SF-295. Synergy scores: CSS=27.7, Synergy_ZIP=-7.84, Synergy_Bliss=0.729, Synergy_Loewe=0.704, Synergy_HSA=0.398. (7) Drug 1: CC=C1C(=O)NC(C(=O)OC2CC(=O)NC(C(=O)NC(CSSCCC=C2)C(=O)N1)C(C)C)C(C)C. Drug 2: COCCOC1=C(C=C2C(=C1)C(=NC=N2)NC3=CC=CC(=C3)C#C)OCCOC.Cl. Cell line: IGROV1. Synergy scores: CSS=44.4, Synergy_ZIP=6.27, Synergy_Bliss=7.04, Synergy_Loewe=-33.3, Synergy_HSA=7.42. (8) Drug 1: CN(CC1=CN=C2C(=N1)C(=NC(=N2)N)N)C3=CC=C(C=C3)C(=O)NC(CCC(=O)O)C(=O)O. Drug 2: CC1=C(C(CCC1)(C)C)C=CC(=CC=CC(=CC(=O)O)C)C. Cell line: U251. Synergy scores: CSS=32.1, Synergy_ZIP=-2.21, Synergy_Bliss=-4.02, Synergy_Loewe=-53.0, Synergy_HSA=-6.23. (9) Drug 1: C1CC(=O)NC(=O)C1N2C(=O)C3=CC=CC=C3C2=O. Drug 2: C1CN(P(=O)(OC1)NCCCl)CCCl. Cell line: K-562. Synergy scores: CSS=-22.9, Synergy_ZIP=9.30, Synergy_Bliss=-9.39, Synergy_Loewe=-39.0, Synergy_HSA=-38.2. (10) Drug 1: CCC(=C(C1=CC=CC=C1)C2=CC=C(C=C2)OCCN(C)C)C3=CC=CC=C3.C(C(=O)O)C(CC(=O)O)(C(=O)O)O. Drug 2: C#CCC(CC1=CN=C2C(=N1)C(=NC(=N2)N)N)C3=CC=C(C=C3)C(=O)NC(CCC(=O)O)C(=O)O. Cell line: A549. Synergy scores: CSS=47.7, Synergy_ZIP=2.22, Synergy_Bliss=0.266, Synergy_Loewe=-19.4, Synergy_HSA=0.0865.